From a dataset of Forward reaction prediction with 1.9M reactions from USPTO patents (1976-2016). Predict the product of the given reaction. (1) Given the reactants [CH2:1]([C@@H:8]1[CH2:13][NH:12][CH2:11][CH2:10][N:9]1[C:14]([C:16]1[N:17]=[CH:18][N:19]([C@@H:27]2[CH2:32][CH2:31][CH2:30][CH2:29][C@:28]2([CH2:34][O:35][CH3:36])[OH:33])[C:20]=1[C:21]1[CH:26]=[CH:25][CH:24]=[CH:23][CH:22]=1)=[O:15])[C:2]1[CH:7]=[CH:6][CH:5]=[CH:4][CH:3]=1.[C:37]([OH:44])(=[O:43])/[CH:38]=[CH:39]/[C:40]([OH:42])=[O:41], predict the reaction product. The product is: [C:37]([OH:44])(=[O:43])/[CH:38]=[CH:39]/[C:40]([OH:42])=[O:41].[CH2:1]([C@@H:8]1[CH2:13][NH:12][CH2:11][CH2:10][N:9]1[C:14]([C:16]1[N:17]=[CH:18][N:19]([C@@H:27]2[CH2:32][CH2:31][CH2:30][CH2:29][C@:28]2([CH2:34][O:35][CH3:36])[OH:33])[C:20]=1[C:21]1[CH:22]=[CH:23][CH:24]=[CH:25][CH:26]=1)=[O:15])[C:2]1[CH:7]=[CH:6][CH:5]=[CH:4][CH:3]=1. (2) Given the reactants [CH3:1][C:2]1[CH:3]([CH2:9][CH2:10][CH3:11])[CH2:4][C:5](=[O:8])[NH:6][N:7]=1.BrBr, predict the reaction product. The product is: [CH3:1][C:2]1[C:3]([CH2:9][CH2:10][CH3:11])=[CH:4][C:5](=[O:8])[NH:6][N:7]=1. (3) Given the reactants Br[CH2:2][C:3]([C:5]1[CH:10]=[CH:9][CH:8]=[CH:7][C:6]=1[N+:11]([O-:13])=[O:12])=O.[NH2:14][C:15]1[CH:20]=[CH:19][CH:18]=[CH:17][N:16]=1, predict the reaction product. The product is: [N+:11]([C:6]1[CH:7]=[CH:8][CH:9]=[CH:10][C:5]=1[C:3]1[N:14]=[C:15]2[CH:20]=[CH:19][CH:18]=[CH:17][N:16]2[CH:2]=1)([O-:13])=[O:12]. (4) Given the reactants C[O:2][C:3](=[O:25])[CH2:4][CH2:5][CH2:6][C:7]([C:9]1[N:10]([CH3:24])[C:11]2[C:16]([C:17]=1[CH2:18][CH2:19][CH2:20][CH2:21][CH2:22][CH3:23])=[CH:15][CH:14]=[CH:13][CH:12]=2)=[O:8].[Li+].[OH-].C(OCC)(=O)C, predict the reaction product. The product is: [CH2:18]([C:17]1[C:16]2[C:11](=[CH:12][CH:13]=[CH:14][CH:15]=2)[N:10]([CH3:24])[C:9]=1[C:7](=[O:8])[CH2:6][CH2:5][CH2:4][C:3]([OH:25])=[O:2])[CH2:19][CH2:20][CH2:21][CH2:22][CH3:23]. (5) The product is: [F:13][C:14]1[CH:22]=[CH:21][C:20]([CH:23]=[O:24])=[CH:19][C:15]=1[C:16]([N:1]1[CH2:4][CH:3]([N:5]([CH3:12])[C:6]2[N:7]=[CH:8][CH:9]=[CH:10][N:11]=2)[CH2:2]1)=[O:17]. Given the reactants [NH:1]1[CH2:4][CH:3]([N:5]([CH3:12])[C:6]2[N:11]=[CH:10][CH:9]=[CH:8][N:7]=2)[CH2:2]1.[F:13][C:14]1[CH:22]=[CH:21][C:20]([CH:23]=[O:24])=[CH:19][C:15]=1[C:16](O)=[O:17].F[P-](F)(F)(F)(F)F.N1(OC(N(C)C)=[N+](C)C)C2C=CC=CC=2N=N1.C(N(CC)C(C)C)(C)C, predict the reaction product. (6) Given the reactants [C:1]([O:5][C:6]([C:8]1[NH:9][C:10]([I:17])=[C:11]([CH3:16])[C:12]=1[CH2:13][CH2:14][OH:15])=[O:7])([CH3:4])([CH3:3])[CH3:2].I(C1C=CC=CC=1C(O)=O)(=O)=O, predict the reaction product. The product is: [C:1]([O:5][C:6]([C:8]1[NH:9][C:10]([I:17])=[C:11]([CH3:16])[C:12]=1[CH2:13][CH:14]=[O:15])=[O:7])([CH3:4])([CH3:3])[CH3:2]. (7) Given the reactants [H-].[Na+].[CH3:3][N:4]1[C:8]([C:9](=[O:11])[CH3:10])=[N:7][CH:6]=[N:5]1.Cl.C([O-])(O)=O.[Na+].[Na+].[Cl-].[C:20](=O)([O:24]CC)[O:21][CH2:22][CH3:23], predict the reaction product. The product is: [CH3:3][N:4]1[C:8]([C:9](=[O:11])[CH2:10][C:20]([O:21][CH2:22][CH3:23])=[O:24])=[N:7][CH:6]=[N:5]1. (8) Given the reactants [Br-].[CH3:2][O:3][C:4]1[CH:30]=[CH:29][C:7]([CH2:8][CH2:9][P+](C2C=CC=CC=2)(C2C=CC=CC=2)C2C=CC=CC=2)=[CH:6][CH:5]=1.[Li]CCCC.[CH:36]1[C:45]2[C:40](=[CH:41][CH:42]=[CH:43][CH:44]=2)[CH:39]=[CH:38][C:37]=1[C:46](=O)[CH3:47], predict the reaction product. The product is: [CH3:2][O:3][C:4]1[CH:5]=[CH:6][C:7]([CH2:8][CH:9]=[C:46]([C:37]2[CH:38]=[CH:39][C:40]3[C:45](=[CH:44][CH:43]=[CH:42][CH:41]=3)[CH:36]=2)[CH3:47])=[CH:29][CH:30]=1. (9) Given the reactants [Br:1][C:2]1[C:3]([O:13][CH3:14])=[C:4]([CH:8]=[C:9]([O:11][CH3:12])[CH:10]=1)[C:5]([NH2:7])=O.P(Cl)(Cl)(Cl)=O, predict the reaction product. The product is: [Br:1][C:2]1[C:3]([O:13][CH3:14])=[C:4]([CH:8]=[C:9]([O:11][CH3:12])[CH:10]=1)[C:5]#[N:7]. (10) Given the reactants C(O)(=O)C1C=CC=CC=1.[NH2:10][CH:11]1[CH2:16][CH2:15][CH2:14][N:13]([C:17]2[N:22]([CH2:23][C:24]3[CH:31]=[CH:30][CH:29]=[CH:28][C:25]=3[C:26]#[N:27])[C:21](=[O:32])[N:20](C)[C:19](=[O:34])[CH:18]=2)[CH2:12]1.[ClH:35], predict the reaction product. The product is: [NH2:10][C@@H:11]1[CH2:16][CH2:15][CH2:14][N:13]([C:17]2[N:22]([CH2:23][C:24]3[CH:31]=[CH:30][CH:29]=[CH:28][C:25]=3[C:26]#[N:27])[C:21](=[O:32])[NH:20][C:19](=[O:34])[C:18]=2[Cl:35])[CH2:12]1.